From a dataset of Forward reaction prediction with 1.9M reactions from USPTO patents (1976-2016). Predict the product of the given reaction. (1) Given the reactants [CH3:1][N:2]([S:20]([C:23]1[S:24][CH:25]=[CH:26][CH:27]=1)(=[O:22])=[O:21])[C:3]1[CH:4]=[CH:5][CH:6]=[C:7]2[C:11]=1[NH:10][C:9]([C:12]1[S:13][CH:14]([C:17](O)=[O:18])[CH2:15][N:16]=1)=[CH:8]2.[NH:28]1[CH2:33][CH2:32][O:31][CH2:30][CH2:29]1.CN(C)C=O.Cl.CN(C)CCCN=C=NCC, predict the reaction product. The product is: [CH3:1][N:2]([C:3]1[CH:4]=[CH:5][CH:6]=[C:7]2[C:11]=1[NH:10][C:9]([C:12]1[S:13][CH:14]([C:17]([N:28]3[CH2:33][CH2:32][O:31][CH2:30][CH2:29]3)=[O:18])[CH2:15][N:16]=1)=[CH:8]2)[S:20]([C:23]1[S:24][CH:25]=[CH:26][CH:27]=1)(=[O:21])=[O:22]. (2) Given the reactants N1CCCC1CN1C2C=CC=CC=2N=C1[NH:16][C:17](=[O:24])[C:18]1[CH:23]=[CH:22][CH:21]=[N:20][CH:19]=1.C(Cl)(=O)C=C.[OH-].[Na+], predict the reaction product. The product is: [C:17]([NH2:16])(=[O:24])[C:18]1[CH:23]=[CH:22][CH:21]=[N:20][CH:19]=1. (3) Given the reactants [NH2:1][C:2]1[C:3]([O:25][CH3:26])=[C:4]([N:9]([CH2:16][C:17]2[CH:22]=[CH:21][C:20]([O:23][CH3:24])=[CH:19][CH:18]=2)[S:10]([CH2:13][CH2:14][CH3:15])(=[O:12])=[O:11])[CH:5]=[CH:6][C:7]=1[F:8].C(Cl)(Cl)Cl.C(N(CC)CC)C.[Cl:38][C:39]1[C:48]2[C:43](=[C:44]([C:49](Cl)=[O:50])[CH:45]=[CH:46][CH:47]=2)[N:42]=[CH:41][N:40]=1, predict the reaction product. The product is: [Cl:38][C:39]1[C:48]2[C:43](=[C:44]([C:49]([NH:1][C:2]3[C:7]([F:8])=[CH:6][CH:5]=[C:4]([N:9]([CH2:16][C:17]4[CH:18]=[CH:19][C:20]([O:23][CH3:24])=[CH:21][CH:22]=4)[S:10]([CH2:13][CH2:14][CH3:15])(=[O:12])=[O:11])[C:3]=3[O:25][CH3:26])=[O:50])[CH:45]=[CH:46][CH:47]=2)[N:42]=[CH:41][N:40]=1. (4) Given the reactants C([Li])CCC.Br[C:7]1[CH:12]=[CH:11][CH:10]=[CH:9][N:8]=1.Br[C:14]1[CH:15]=[C:16]([S:20]([C:23]2[CH:28]=[CH:27][C:26](/[CH:29]=[CH:30]/[C:31]3[CH:36]=[CH:35][C:34]([F:37])=[CH:33][C:32]=3[F:38])=[CH:25][CH:24]=2)(=[O:22])=[O:21])[CH:17]=[CH:18][CH:19]=1, predict the reaction product. The product is: [F:38][C:32]1[CH:33]=[C:34]([F:37])[CH:35]=[CH:36][C:31]=1/[CH:30]=[CH:29]/[C:26]1[CH:27]=[CH:28][C:23]([S:20]([C:16]2[CH:17]=[C:18]([C:7]3[CH:12]=[CH:11][CH:10]=[CH:9][N:8]=3)[CH:19]=[CH:14][CH:15]=2)(=[O:22])=[O:21])=[CH:24][CH:25]=1. (5) Given the reactants [CH2:1]([O:3][C:4]([C:6]1[CH:7]=[N:8][N:9]([CH:12]([CH3:21])[CH:13](O)[C:14]2[CH:19]=[CH:18][CH:17]=[CH:16][CH:15]=2)[C:10]=1[NH2:11])=[O:5])[CH3:2].O=S(Cl)Cl.CCN(CC)CC, predict the reaction product. The product is: [CH2:1]([O:3][C:4]([C:6]1[CH:7]=[N:8][N:9]2[CH:12]([CH3:21])[CH:13]([C:14]3[CH:19]=[CH:18][CH:17]=[CH:16][CH:15]=3)[NH:11][C:10]=12)=[O:5])[CH3:2]. (6) Given the reactants Br[C:2]1[CH:14]=[C:13]([Cl:15])[CH:12]=[CH:11][C:3]=1[O:4][C:5]([CH3:10])([CH3:9])[C:6]([O-:8])=[O:7].[C:16]([C:18]1[CH:23]=[C:22]([S:24]([CH2:27][CH2:28][CH3:29])(=[O:26])=[O:25])[CH:21]=[CH:20][C:19]=1[F:30])#[CH:17], predict the reaction product. The product is: [Cl:15][C:13]1[CH:12]=[CH:11][C:3]([O:4][C:5]([CH3:10])([CH3:9])[C:6]([OH:8])=[O:7])=[C:2]([C:17]#[C:16][C:18]2[CH:23]=[C:22]([S:24]([CH2:27][CH2:28][CH3:29])(=[O:26])=[O:25])[CH:21]=[CH:20][C:19]=2[F:30])[CH:14]=1. (7) Given the reactants [F:1][C:2]1[CH:7]=[CH:6][C:5]([F:8])=[CH:4][C:3]=1[CH:9]([S:20][C:21]1[CH:26]=[CH:25][C:24]([F:27])=[CH:23][CH:22]=1)[C:10]1[C:11]([CH3:19])=[CH:12][C:13]([C:16]([OH:18])=O)=[N:14][CH:15]=1.[NH2:28][CH2:29][CH2:30][OH:31].ON1C2C=CC=CC=2N=N1.CN1CCOCC1.Cl.C(N=C=NCCCN(C)C)C, predict the reaction product. The product is: [F:1][C:2]1[CH:7]=[CH:6][C:5]([F:8])=[CH:4][C:3]=1[CH:9]([S:20][C:21]1[CH:22]=[CH:23][C:24]([F:27])=[CH:25][CH:26]=1)[C:10]1[C:11]([CH3:19])=[CH:12][C:13]([C:16]([NH:28][CH2:29][CH2:30][OH:31])=[O:18])=[N:14][CH:15]=1.